From a dataset of Forward reaction prediction with 1.9M reactions from USPTO patents (1976-2016). Predict the product of the given reaction. (1) Given the reactants [NH2:1][C:2]1[N:6]([CH3:7])[C:5](=[O:8])[C:4]([C:21]2[CH:26]=[CH:25][CH:24]=[C:23](Br)[CH:22]=2)([C:9]2[CH:18]=[CH:17][C:16]3[CH2:15][CH:14]([O:19][CH3:20])[CH2:13][CH2:12][C:11]=3[CH:10]=2)[N:3]=1.[CH3:28][S:29]([O:32][C:33]1[CH:38]=[C:37](B2OC(C)(C)C(C)(C)O2)[CH:36]=[C:35]([O:48][CH3:49])[CH:34]=1)(=[O:31])=[O:30].C(=O)([O-])[O-].[K+].[K+], predict the reaction product. The product is: [CH3:28][S:29]([O:32][C:33]1[CH:38]=[C:37]([C:23]2[CH:24]=[CH:25][CH:26]=[C:21]([C:4]3([C:9]4[CH:18]=[CH:17][C:16]5[CH2:15][CH:14]([O:19][CH3:20])[CH2:13][CH2:12][C:11]=5[CH:10]=4)[C:5](=[O:8])[N:6]([CH3:7])[C:2]([NH2:1])=[N:3]3)[CH:22]=2)[CH:36]=[C:35]([O:48][CH3:49])[CH:34]=1)(=[O:31])=[O:30]. (2) Given the reactants C[O:2][C:3](=[O:35])[CH2:4][C:5]1[CH:10]=[CH:9][C:8]([O:11][CH3:12])=[C:7]([O:13][C:14]2[CH:19]=[CH:18][C:17]([N:20]([C:22](=[O:27])[C:23]([CH3:26])([CH3:25])[CH3:24])[CH3:21])=[CH:16][C:15]=2[CH2:28][S:29][CH2:30][C:31]([F:34])([F:33])[F:32])[CH:6]=1.O.CO.[OH-].[Li+], predict the reaction product. The product is: [CH3:24][C:23]([CH3:26])([CH3:25])[C:22]([N:20]([CH3:21])[C:17]1[CH:18]=[CH:19][C:14]([O:13][C:7]2[CH:6]=[C:5]([CH2:4][C:3]([OH:35])=[O:2])[CH:10]=[CH:9][C:8]=2[O:11][CH3:12])=[C:15]([CH2:28][S:29][CH2:30][C:31]([F:33])([F:32])[F:34])[CH:16]=1)=[O:27]. (3) The product is: [Cl:1][C:2]1[C:3]2[N:4]([C:10]([CH:12]3[CH2:13][CH2:14][N:15]([C:41]([O:40][CH2:39][C:38]4[CH:16]=[CH:17][CH:12]=[CH:13][CH:14]=4)=[O:42])[CH2:16][CH2:17]3)=[N:9][CH:8]=2)[CH:5]=[CH:6][N:7]=1. Given the reactants [Cl:1][C:2]1[C:3]([CH2:8][NH:9][C:10]([C:12]2(C(OCC3C=CC=CC=3)=O)[CH2:17][CH2:16][NH:15][CH2:14][CH2:13]2)=O)=[N:4][CH:5]=[CH:6][N:7]=1.O=P(Cl)(Cl)Cl.C([O-])(O)=O.[Na+].[CH3:38][CH2:39][O:40][C:41](C)=[O:42], predict the reaction product.